Dataset: Reaction yield outcomes from USPTO patents with 853,638 reactions. Task: Predict the reaction yield, written as a fraction of the theoretical maximum amount of product (1.0 means a 100% yield; for example, 0.34 means a 34% yield). (1) The reactants are [NH2:1][CH2:2][C@H:3]([NH:8][C:9]([O:11][C:12]([CH3:15])([CH3:14])[CH3:13])=[O:10])[C:4]([O:6][CH3:7])=[O:5].CCN(C(C)C)C(C)C.[N+:25]([C:28]1[CH:33]=[CH:32][CH:31]=[CH:30][C:29]=1[S:34](Cl)(=[O:36])=[O:35])([O-:27])=[O:26]. The catalyst is C(Cl)Cl. The product is [C:12]([O:11][C:9]([NH:8][C@@H:3]([CH2:2][NH:1][S:34]([C:29]1[CH:30]=[CH:31][CH:32]=[CH:33][C:28]=1[N+:25]([O-:27])=[O:26])(=[O:35])=[O:36])[C:4]([O:6][CH3:7])=[O:5])=[O:10])([CH3:15])([CH3:14])[CH3:13]. The yield is 0.980. (2) The reactants are Cl.[CH3:2][NH:3][C@@H:4]([CH2:16][C:17]1[CH:22]=[CH:21][CH:20]=[CH:19][CH:18]=1)[CH2:5][CH2:6][NH:7][C:8]([C:10]1[CH:15]=[CH:14][CH:13]=[CH:12][N:11]=1)=[O:9].[F:23][C:24]([F:35])([F:34])[C:25]1[CH:26]=[C:27]([CH:31]=[CH:32][CH:33]=1)[C:28](O)=[O:29].C1C=CC2N(O)N=NC=2C=1.Cl.C(N(CC)CC)C. The catalyst is C(Cl)Cl.CCOC(C)=O.C(Cl)CCl. The product is [CH3:2][N:3]([C:28](=[O:29])[C:27]1[CH:31]=[CH:32][CH:33]=[C:25]([C:24]([F:23])([F:34])[F:35])[CH:26]=1)[C@@H:4]([CH2:16][C:17]1[CH:22]=[CH:21][CH:20]=[CH:19][CH:18]=1)[CH2:5][CH2:6][NH:7][C:8]([C:10]1[CH:15]=[CH:14][CH:13]=[CH:12][N:11]=1)=[O:9]. The yield is 0.600. (3) The reactants are C(OC(=O)[NH:7][C@H:8]([CH3:13])[CH2:9][CH2:10][C:11]#[N:12])(C)(C)C.[C:15]([OH:21])([C:17]([F:20])([F:19])[F:18])=[O:16]. The catalyst is ClCCl. The product is [F:18][C:17]([F:20])([F:19])[C:15]([OH:21])=[O:16].[NH2:7][C@H:8]([CH3:13])[CH2:9][CH2:10][C:11]#[N:12]. The yield is 0.680. (4) The reactants are [CH2:1]1[C:3]([NH2:7])([C:4]([OH:6])=[O:5])[CH2:2]1.[C:8]1([CH2:14][CH2:15][CH2:16][C:17]([O:19][CH2:20][CH2:21][O:22][C:23](ON2C(=O)CCC2=O)=[O:24])=[O:18])[CH:13]=[CH:12][CH:11]=[CH:10][CH:9]=1. No catalyst specified. The product is [C:8]1([CH2:14][CH2:15][CH2:16][C:17]([O:19][CH2:20][CH2:21][O:22][C:23]([NH:7][C:3]2([C:4]([OH:6])=[O:5])[CH2:2][CH2:1]2)=[O:24])=[O:18])[CH:9]=[CH:10][CH:11]=[CH:12][CH:13]=1. The yield is 0.460. (5) The reactants are Cl[C:2]1[CH:3]=[CH:4][C:5]([N+:9]([O-:11])=[O:10])=[C:6](F)[CH:7]=1.[C:12]([O:21][CH3:22])(=[O:20])[C:13]1[C:14](=[CH:16][CH:17]=[CH:18][CH:19]=1)[SH:15].C([O-])([O-])=O.[Cs+].[Cs+].C(Cl)[Cl:30]. The catalyst is CN(C=O)C. The product is [CH3:22][O:21][C:12](=[O:20])[C:13]1[CH:19]=[CH:18][CH:17]=[CH:16][C:14]=1[S:15][C:6]1[CH:7]=[CH:2][C:3]([Cl:30])=[CH:4][C:5]=1[N+:9]([O-:11])=[O:10]. The yield is 0.920.